From a dataset of Forward reaction prediction with 1.9M reactions from USPTO patents (1976-2016). Predict the product of the given reaction. Given the reactants [Cl:1][C:2]1[CH:7]=[C:6](Cl)[CH:5]=[CH:4][C:3]=1[SH:9].[Br:10][C:11]1[CH:16]=[CH:15][CH:14]=[CH:13][C:12]=1S.ClC1C=CC=[CH:23][C:20]=1[CH:21]=[O:22].ClC1C=C(C=CC=1F)C=O.NCCCCCCO.[C:45]([N:48]1[CH2:54][CH2:53][CH2:52][NH:51][CH2:50][CH2:49]1)(=[O:47])[CH3:46], predict the reaction product. The product is: [Br:10][C:11]1[CH:16]=[CH:15][CH:14]=[CH:13][C:12]=1[S:9][C:3]1[CH:4]=[CH:5][C:6](/[CH:23]=[CH:20]/[C:21]([N:51]2[CH2:52][CH2:53][CH2:54][N:48]([C:45](=[O:47])[CH3:46])[CH2:49][CH2:50]2)=[O:22])=[CH:7][C:2]=1[Cl:1].